Dataset: Full USPTO retrosynthesis dataset with 1.9M reactions from patents (1976-2016). Task: Predict the reactants needed to synthesize the given product. Given the product [Br:1][C:2]1[CH:7]=[CH:6][C:5]([C:8]2[CH:17]=[C:16]3[C:11]([N:12]=[CH:13][CH:14]=[N:15]3)=[C:10]([C:18]([NH:20][CH2:21][C:22]([OH:24])=[O:23])=[O:19])[C:9]=2[OH:27])=[C:4]([F:28])[CH:3]=1, predict the reactants needed to synthesize it. The reactants are: [Br:1][C:2]1[CH:7]=[CH:6][C:5]([C:8]2[CH:17]=[C:16]3[C:11]([N:12]=[CH:13][CH:14]=[N:15]3)=[C:10]([C:18]([NH:20][CH2:21][C:22]([O:24]CC)=[O:23])=[O:19])[C:9]=2[OH:27])=[C:4]([F:28])[CH:3]=1.[OH-].[Na+].